This data is from Full USPTO retrosynthesis dataset with 1.9M reactions from patents (1976-2016). The task is: Predict the reactants needed to synthesize the given product. (1) Given the product [CH3:18][O:19][C:20](=[O:35])[CH2:21][C:22]1[C:26]2[C:27]([Cl:33])=[CH:28][C:29]([OH:31])=[CH:30][C:25]=2[S:24][C:23]=1[CH3:34], predict the reactants needed to synthesize it. The reactants are: C(S)CCCCCCCCCCC.[Cl-].[Al+3].[Cl-].[Cl-].[CH3:18][O:19][C:20](=[O:35])[CH2:21][C:22]1[C:26]2[C:27]([Cl:33])=[CH:28][C:29]([O:31]C)=[CH:30][C:25]=2[S:24][C:23]=1[CH3:34]. (2) Given the product [C:1]([N:5]1[CH:9]=[C:8]([NH:10][C:11]([NH:13][C:14]2[CH:19]=[C:18]([C:20]3[C:31](=[O:32])[N:30]([CH3:33])[C:23]4[N:24]=[C:25]([NH:28][CH:29]5[CH2:37][CH2:36]5)[N:26]=[CH:27][C:22]=4[CH:21]=3)[C:17]([CH3:34])=[CH:16][C:15]=2[F:35])=[O:12])[CH:7]=[N:6]1)([CH3:3])([CH3:2])[CH3:4], predict the reactants needed to synthesize it. The reactants are: [C:1]([N:5]1[CH:9]=[C:8]([NH:10][C:11]([NH:13][C:14]2[CH:19]=[C:18]([C:20]3[C:31](=[O:32])[N:30]([CH3:33])[C:23]4[N:24]=[C:25]([NH:28][CH3:29])[N:26]=[CH:27][C:22]=4[CH:21]=3)[C:17]([CH3:34])=[CH:16][C:15]=2[F:35])=[O:12])[CH:7]=[N:6]1)([CH3:4])([CH3:3])[CH3:2].[CH:36]1(N)C[CH2:37]1.